From a dataset of Peptide-MHC class II binding affinity with 134,281 pairs from IEDB. Regression. Given a peptide amino acid sequence and an MHC pseudo amino acid sequence, predict their binding affinity value. This is MHC class II binding data. (1) The peptide sequence is SQTTAAPSCPEGT. The MHC is DRB5_0101 with pseudo-sequence DRB5_0101. The binding affinity (normalized) is 0. (2) The peptide sequence is ESLHNPYPDYHWLRT. The MHC is DRB1_0901 with pseudo-sequence DRB1_0901. The binding affinity (normalized) is 0.196.